From a dataset of Full USPTO retrosynthesis dataset with 1.9M reactions from patents (1976-2016). Predict the reactants needed to synthesize the given product. (1) Given the product [CH2:1]([O:3][C:4]([C:5]1[CH:10]=[C:9]2[C:8](=[CH:7][CH:6]=1)[NH:11][CH:22]([C:18]1[CH:19]=[CH:20][CH:21]=[C:16]([C:15]([O:14][CH3:13])=[O:24])[CH:17]=1)[CH2:25][C:26]2([CH3:28])[CH3:27])=[O:12])[CH3:2], predict the reactants needed to synthesize it. The reactants are: [CH2:1]([O:3][C:4](=[O:12])[C:5]1[CH:10]=[CH:9][C:8]([NH2:11])=[CH:7][CH:6]=1)[CH3:2].[CH3:13][O:14][C:15](=[O:24])[C:16]1[CH:21]=[CH:20][CH:19]=[C:18]([CH:22]=O)[CH:17]=1.[CH2:25]=[C:26]([CH3:28])[CH3:27].FC(F)(F)S([O-])(=O)=O.[Yb+3].FC(F)(F)S([O-])(=O)=O.FC(F)(F)S([O-])(=O)=O. (2) Given the product [OH:8][C:9]1([CH:6]([N+:3]([O-:5])=[O:4])[CH3:7])[CH2:12][N:11]([C:13]([O:15][C:16]([CH3:19])([CH3:18])[CH3:17])=[O:14])[CH2:10]1, predict the reactants needed to synthesize it. The reactants are: [H-].[Na+].[N+:3]([CH2:6][CH3:7])([O-:5])=[O:4].[O:8]=[C:9]1[CH2:12][N:11]([C:13]([O:15][C:16]([CH3:19])([CH3:18])[CH3:17])=[O:14])[CH2:10]1. (3) Given the product [Br:14][C:9]1[CH:8]=[C:3]2[C:2](=[CH:11][C:10]=1[O:12][CH3:13])[NH:1][C:16](=[O:15])[NH:17][C:4]2=[O:6], predict the reactants needed to synthesize it. The reactants are: [NH2:1][C:2]1[CH:11]=[C:10]([O:12][CH3:13])[C:9]([Br:14])=[CH:8][C:3]=1[C:4]([O:6]C)=O.[O-:15][C:16]#[N:17].[K+]. (4) Given the product [NH:54]([C:78]([O:80][C:81]([CH3:84])([CH3:83])[CH3:82])=[O:79])[C@H:55]([C:75]([OH:77])=[O:76])[CH2:56][NH:57][C:58]([O:60][CH2:61][CH:62]1[C:74]2[C:69](=[CH:70][CH:71]=[CH:72][CH:73]=2)[C:68]2[C:63]1=[CH:64][CH:65]=[CH:66][CH:67]=2)=[O:59].[CH2:20]([N-:19][CH2:1][CH2:2][CH2:3][CH2:4][CH2:5][CH2:6][CH2:7][CH2:8]/[CH:9]=[CH:10]\[CH2:11][CH2:12][CH2:13][CH2:14][CH2:15][CH2:16][CH2:17][CH3:18])[CH2:21][CH2:22][CH2:23][CH2:24][CH2:25][CH2:26][CH2:27][CH2:28][CH2:29][CH2:30][CH2:31][CH2:32][CH2:33][CH2:34][CH3:35], predict the reactants needed to synthesize it. The reactants are: [CH2:1]([NH:19][CH2:20][CH2:21][CH2:22][CH2:23][CH2:24][CH2:25][CH2:26][CH2:27][CH2:28][CH2:29][CH2:30][CH2:31][CH2:32][CH2:33][CH2:34][CH3:35])[CH2:2][CH2:3][CH2:4][CH2:5][CH2:6][CH2:7][CH2:8]/[CH:9]=[CH:10]\[CH2:11][CH2:12][CH2:13][CH2:14][CH2:15][CH2:16][CH2:17][CH3:18].CCOC1N(C(OCC)=O)C2C(=CC=CC=2)C=C1.[NH:54]([C:78]([O:80][C:81]([CH3:84])([CH3:83])[CH3:82])=[O:79])[C@H:55]([C:75]([OH:77])=[O:76])[CH2:56][NH:57][C:58]([O:60][CH2:61][CH:62]1[C:74]2[C:69](=[CH:70][CH:71]=[CH:72][CH:73]=2)[C:68]2[C:63]1=[CH:64][CH:65]=[CH:66][CH:67]=2)=[O:59].CCCCCC.C(OC(=O)C)C.